Dataset: Full USPTO retrosynthesis dataset with 1.9M reactions from patents (1976-2016). Task: Predict the reactants needed to synthesize the given product. (1) Given the product [C:36]([NH:39][NH:40][C:18]([C@@H:13]1[CH2:12][CH2:11][C@@H:10]2[CH2:17][N:14]1[C:15](=[O:16])[N:9]2[O:8][CH2:1][C:2]1[CH:3]=[CH:4][CH:5]=[CH:6][CH:7]=1)=[O:20])(=[O:38])[CH3:37], predict the reactants needed to synthesize it. The reactants are: [CH2:1]([O:8][N:9]1[C:15](=[O:16])[N:14]2[CH2:17][C@H:10]1[CH2:11][CH2:12][C@H:13]2[C:18]([OH:20])=O)[C:2]1[CH:7]=[CH:6][CH:5]=[CH:4][CH:3]=1.C(N(CC)CC)C.ClC(OCC(C)C)=O.[C:36]([NH:39][NH2:40])(=[O:38])[CH3:37]. (2) Given the product [C:1]([O:5][C:6](=[O:11])[NH:7][CH2:8][C:9]#[C:10][C:22]([OH:23])([CH3:24])[C:21]([F:26])([F:25])[F:20])([CH3:4])([CH3:3])[CH3:2], predict the reactants needed to synthesize it. The reactants are: [C:1]([O:5][C:6](=[O:11])[NH:7][CH2:8][C:9]#[CH:10])([CH3:4])([CH3:3])[CH3:2].C([N-]C(C)C)(C)C.[Li+].[F:20][C:21]([F:26])([F:25])[C:22]([CH3:24])=[O:23].[NH4+].[Cl-]. (3) Given the product [CH2:1]([NH:3][C:4]([C:6]1[CH:11]=[CH:10][C:9]([N:12]2[CH:16]=[C:15]([C:17]([NH:19][CH:20]3[CH2:22][CH2:21]3)=[O:18])[N:14]=[N:13]2)=[C:8]([O:23][CH:25]([C:27]2[CH:32]=[CH:31][CH:30]=[CH:29][CH:28]=2)[CH3:26])[CH:7]=1)=[O:5])[CH3:2], predict the reactants needed to synthesize it. The reactants are: [CH2:1]([NH:3][C:4]([C:6]1[CH:11]=[CH:10][C:9]([N:12]2[CH:16]=[C:15]([C:17]([NH:19][CH:20]3[CH2:22][CH2:21]3)=[O:18])[N:14]=[N:13]2)=[C:8]([OH:23])[CH:7]=1)=[O:5])[CH3:2].Br[CH:25]([C:27]1[CH:32]=[CH:31][CH:30]=[CH:29][CH:28]=1)[CH3:26].C(=O)([O-])[O-].[K+].[K+].O. (4) Given the product [CH2:26]([C:27]1[O:17][N:16]=[C:14]([C@H:10]2[CH2:11][CH2:12][CH2:13][N:8]([C:6]([C:5]3[CH:18]=[CH:19][C:2]([F:1])=[CH:3][CH:4]=3)=[O:7])[CH2:9]2)[N:15]=1)[C:20]1[CH:25]=[CH:24][CH:23]=[CH:22][CH:21]=1, predict the reactants needed to synthesize it. The reactants are: [F:1][C:2]1[CH:19]=[CH:18][C:5]([C:6]([N:8]2[CH2:13][CH2:12][CH2:11][C@H:10]([C:14]([NH:16][OH:17])=[NH:15])[CH2:9]2)=[O:7])=[CH:4][CH:3]=1.[C:20]1([CH2:26][C:27](O)=O)[CH:25]=[CH:24][CH:23]=[CH:22][CH:21]=1. (5) The reactants are: [NH2:1][N:2]1[N:11]=[C:10]([C:12]2[CH:17]=[CH:16][C:15]([Cl:18])=[CH:14][CH:13]=2)[C:9]2[C:4](=[CH:5][CH:6]=[CH:7][CH:8]=2)[C:3]1=[O:19].[CH3:20][C:21]1[CH:22]=[C:23]([CH2:28][C:29](O)=[O:30])[CH:24]=[C:25]([CH3:27])[CH:26]=1. Given the product [Cl:18][C:15]1[CH:16]=[CH:17][C:12]([C:10]2[C:9]3[C:4](=[CH:5][CH:6]=[CH:7][CH:8]=3)[C:3](=[O:19])[N:2]([NH:1][C:29](=[O:30])[CH2:28][C:23]3[CH:22]=[C:21]([CH3:20])[CH:26]=[C:25]([CH3:27])[CH:24]=3)[N:11]=2)=[CH:13][CH:14]=1, predict the reactants needed to synthesize it. (6) Given the product [F:1][C:2]1[C:6]2[CH:7]=[C:8]([F:15])[CH:9]=[C:10]([CH2:11][OH:12])[C:5]=2[O:4][C:3]=1[CH3:16], predict the reactants needed to synthesize it. The reactants are: [F:1][C:2]1[C:6]2[CH:7]=[C:8]([F:15])[CH:9]=[C:10]([C:11](OC)=[O:12])[C:5]=2[O:4][C:3]=1[CH3:16].C(=O)=O.CC(C[AlH]CC(C)C)C.[OH-].[Na+]. (7) Given the product [NH:12]1[CH2:18][CH2:17][CH2:16][CH2:15][CH:14]([NH:19][C:20]([C:22]2[CH:23]=[C:24]3[C:28](=[CH:29][CH:30]=2)[NH:27][N:26]=[CH:25]3)=[O:21])[CH2:13]1, predict the reactants needed to synthesize it. The reactants are: C([O-])=O.[NH4+].C([N:12]1[CH2:18][CH2:17][CH2:16][CH2:15][CH:14]([NH:19][C:20]([C:22]2[CH:23]=[C:24]3[C:28](=[CH:29][CH:30]=2)[NH:27][N:26]=[CH:25]3)=[O:21])[CH2:13]1)C1C=CC=CC=1. (8) Given the product [CH3:1][O:2][CH2:3][CH2:4][O:5][C:6]1[CH:7]=[C:8]2[CH:14]=[C:13]([C:15]([OH:17])=[O:16])[N:12]([CH2:20][CH2:21][O:22][C@@H:23]3[CH2:28][CH2:27][CH2:26][C@H:25]([O:29][CH2:30][C:31]4[N:32]=[C:33]([C:37]5[CH:38]=[C:39]([CH3:43])[CH:40]=[CH:41][CH:42]=5)[O:34][C:35]=4[CH3:36])[CH2:24]3)[C:9]2=[CH:10][N:11]=1, predict the reactants needed to synthesize it. The reactants are: [CH3:1][O:2][CH2:3][CH2:4][O:5][C:6]1[CH:7]=[C:8]2[CH:14]=[C:13]([C:15]([O:17]CC)=[O:16])[N:12]([CH2:20][CH2:21][O:22][CH:23]3[CH2:28][CH2:27][CH2:26][CH:25]([O:29][CH2:30][C:31]4[N:32]=[C:33]([C:37]5[CH:38]=[C:39]([CH3:43])[CH:40]=[CH:41][CH:42]=5)[O:34][C:35]=4[CH3:36])[CH2:24]3)[C:9]2=[CH:10][N:11]=1. (9) Given the product [CH3:1][S:2]([C:5]1[S:9][C:8]([C:10]2[O:11][C:29]([C:28]3[CH:33]=[CH:34][CH:35]=[CH:36][C:27]=3[O:20][C:21]3[CH:26]=[CH:25][CH:24]=[CH:23][CH:22]=3)=[N:31][N:32]=2)=[C:7]2[CH2:13][C:14]([CH3:19])([CH3:18])[CH2:15][C:16](=[O:17])[C:6]=12)(=[O:4])=[O:3], predict the reactants needed to synthesize it. The reactants are: [CH3:1][S:2]([C:5]1[S:9][C:8]([C:10](Cl)=[O:11])=[C:7]2[CH2:13][C:14]([CH3:19])([CH3:18])[CH2:15][C:16](=[O:17])[C:6]=12)(=[O:4])=[O:3].[O:20]([C:27]1[CH:36]=[CH:35][CH:34]=[CH:33][C:28]=1[C:29]([NH:31][NH2:32])=O)[C:21]1[CH:26]=[CH:25][CH:24]=[CH:23][CH:22]=1.CCN(C(C)C)C(C)C.